From a dataset of Full USPTO retrosynthesis dataset with 1.9M reactions from patents (1976-2016). Predict the reactants needed to synthesize the given product. (1) The reactants are: [C:1]([O:5][C:6]([N:8]1[CH2:13][CH:12]=[C:11]([CH:14]([C:22]([OH:24])=[O:23])[C:15]2[CH:20]=[CH:19][C:18]([F:21])=[CH:17][CH:16]=2)[CH2:10][CH2:9]1)=[O:7])([CH3:4])([CH3:3])[CH3:2]. Given the product [C:1]([O:5][C:6]([N:8]1[CH2:9][CH2:10][CH:11]([CH:14]([C:22]([OH:24])=[O:23])[C:15]2[CH:20]=[CH:19][C:18]([F:21])=[CH:17][CH:16]=2)[CH2:12][CH2:13]1)=[O:7])([CH3:4])([CH3:2])[CH3:3], predict the reactants needed to synthesize it. (2) Given the product [CH2:1]([O:5][C:6]1[CH:7]=[CH:8][C:9]([S:12]([N:15]([CH3:16])[CH:17]([C:21]2[CH:22]=[CH:23][C:24]([O:27][CH2:28][CH2:29][CH2:30][NH:31][C:32](=[O:33])[O:34][CH2:35][CH3:36])=[CH:25][CH:26]=2)[C:18]([NH:38][OH:37])=[O:19])(=[O:14])=[O:13])=[CH:10][CH:11]=1)[C:2]#[C:3][CH3:4], predict the reactants needed to synthesize it. The reactants are: [CH2:1]([O:5][C:6]1[CH:11]=[CH:10][C:9]([S:12]([N:15]([CH:17]([C:21]2[CH:26]=[CH:25][C:24]([O:27][CH2:28][CH2:29][CH2:30][NH:31][C:32]([O:34][CH2:35][CH3:36])=[O:33])=[CH:23][CH:22]=2)[C:18](O)=[O:19])[CH3:16])(=[O:14])=[O:13])=[CH:8][CH:7]=1)[C:2]#[C:3][CH3:4].[OH:37][N:38]1C2C=CC=CC=2N=N1.NO.